Dataset: Reaction yield outcomes from USPTO patents with 853,638 reactions. Task: Predict the reaction yield, written as a fraction of the theoretical maximum amount of product (1.0 means a 100% yield; for example, 0.34 means a 34% yield). (1) The reactants are [Br:1][C:2]1[CH:3]=[N:4][CH:5]=[CH:6][C:7]=1[O:8][C:9]1[C:14]([F:15])=[CH:13][C:12]([NH2:16])=[C:11]([F:17])[CH:10]=1.C(N(CC)CC)C.[F:25][C:26]1[CH:31]=[CH:30][C:29]([N:32]2[CH:37]=[CH:36][CH:35]=[C:34]([C:38](Cl)=[O:39])[C:33]2=[O:41])=[CH:28][CH:27]=1. The catalyst is C1COCC1. The product is [Br:1][C:2]1[CH:3]=[N:4][CH:5]=[CH:6][C:7]=1[O:8][C:9]1[C:14]([F:15])=[CH:13][C:12]([NH:16][C:38]([C:34]2[C:33](=[O:41])[N:32]([C:29]3[CH:28]=[CH:27][C:26]([F:25])=[CH:31][CH:30]=3)[CH:37]=[CH:36][CH:35]=2)=[O:39])=[C:11]([F:17])[CH:10]=1. The yield is 0.710. (2) The catalyst is CN(C=O)C.O. The product is [Cl:15][C:16]1[N:17]=[C:18]([N:23]2[CH2:24][CH2:25][O:26][CH2:27][CH2:28]2)[N:19]=[C:20]([N:7]2[C:6]3[CH:8]=[CH:9][CH:10]=[C:11]([O:12][CH3:13])[C:5]=3[N:4]=[C:3]2[CH:2]([F:1])[F:14])[N:21]=1. The reactants are [F:1][CH:2]([F:14])[C:3]1[NH:7][C:6]2[CH:8]=[CH:9][CH:10]=[C:11]([O:12][CH3:13])[C:5]=2[N:4]=1.[Cl:15][C:16]1[N:21]=[C:20](Cl)[N:19]=[C:18]([N:23]2[CH2:28][CH2:27][O:26][CH2:25][CH2:24]2)[N:17]=1.C([O-])([O-])=O.[K+].[K+]. The yield is 0.860. (3) The reactants are C[O:2][CH:3](OC)[C:4]1[CH:9]=[CH:8][N:7]=[C:6]([NH2:10])[N:5]=1.Cl.C([O-])(O)=O.[Na+]. The catalyst is CCOC(C)=O. The product is [NH2:10][C:6]1[N:5]=[C:4]([CH:3]=[O:2])[CH:9]=[CH:8][N:7]=1. The yield is 0.370. (4) The reactants are [CH2:1]([O:3][C:4]1[CH:5]=[C:6]([C@H:12]([N:19]2[C:27](=[O:28])[C:26]3[C:21](=[CH:22][CH:23]=[CH:24][C:25]=3[NH:29][C:30](=[O:34])[CH:31]([CH3:33])[CH3:32])[CH2:20]2)[CH2:13][CH2:14][N:15]([CH:17]=[O:18])[OH:16])[CH:7]=[CH:8][C:9]=1[O:10][CH3:11])[CH3:2].[C:35](OC(=O)C)(=[O:37])[CH3:36]. The catalyst is C(#N)C. The product is [C:35]([O:16][N:15]([CH2:14][CH2:13][C@@H:12]([N:19]1[C:27](=[O:28])[C:26]2[C:21](=[CH:22][CH:23]=[CH:24][C:25]=2[NH:29][C:30](=[O:34])[CH:31]([CH3:33])[CH3:32])[CH2:20]1)[C:6]1[CH:7]=[CH:8][C:9]([O:10][CH3:11])=[C:4]([O:3][CH2:1][CH3:2])[CH:5]=1)[CH:17]=[O:18])(=[O:37])[CH3:36]. The yield is 0.640.